Dataset: TCR-epitope binding with 47,182 pairs between 192 epitopes and 23,139 TCRs. Task: Binary Classification. Given a T-cell receptor sequence (or CDR3 region) and an epitope sequence, predict whether binding occurs between them. (1) The epitope is YEGNSPFHPL. The TCR CDR3 sequence is CASSARQGIDTGELFF. Result: 0 (the TCR does not bind to the epitope). (2) The epitope is MPASWVMRI. The TCR CDR3 sequence is CSARGGRDVGELFF. Result: 0 (the TCR does not bind to the epitope). (3) The epitope is FLASKIGRLV. The TCR CDR3 sequence is CASSAPSGGADTQYF. Result: 0 (the TCR does not bind to the epitope). (4) The epitope is YLQPRTFLL. The TCR CDR3 sequence is CANQDRTSGELFF. Result: 1 (the TCR binds to the epitope). (5) The epitope is LPAADLDDF. The TCR CDR3 sequence is CASSQPGAGKQEEQFF. Result: 1 (the TCR binds to the epitope).